Dataset: Peptide-MHC class I binding affinity with 185,985 pairs from IEDB/IMGT. Task: Regression. Given a peptide amino acid sequence and an MHC pseudo amino acid sequence, predict their binding affinity value. This is MHC class I binding data. (1) The peptide sequence is VLFLQMMNV. The MHC is HLA-A68:02 with pseudo-sequence HLA-A68:02. The binding affinity (normalized) is 0.466. (2) The binding affinity (normalized) is 0.425. The peptide sequence is SIPQDGAKM. The MHC is HLA-A26:03 with pseudo-sequence HLA-A26:03. (3) The peptide sequence is LTDSSTLLV. The MHC is HLA-A02:12 with pseudo-sequence HLA-A02:12. The binding affinity (normalized) is 0.0847. (4) The peptide sequence is ITSKSRQVL. The MHC is HLA-A11:01 with pseudo-sequence HLA-A11:01. The binding affinity (normalized) is 0.0847. (5) The peptide sequence is NRFSVAYML. The MHC is Mamu-B1001 with pseudo-sequence Mamu-B1001. The binding affinity (normalized) is 1.00. (6) The binding affinity (normalized) is 0.488. The peptide sequence is NVTSMEELAR. The MHC is HLA-A33:01 with pseudo-sequence HLA-A33:01.